This data is from NCI-60 drug combinations with 297,098 pairs across 59 cell lines. The task is: Regression. Given two drug SMILES strings and cell line genomic features, predict the synergy score measuring deviation from expected non-interaction effect. Drug 1: C1CCC(C1)C(CC#N)N2C=C(C=N2)C3=C4C=CNC4=NC=N3. Drug 2: C1CN(P(=O)(OC1)NCCCl)CCCl. Cell line: NCIH23. Synergy scores: CSS=11.3, Synergy_ZIP=-1.50, Synergy_Bliss=0.449, Synergy_Loewe=-6.84, Synergy_HSA=0.0426.